The task is: Predict the reaction yield, written as a fraction of the theoretical maximum amount of product (1.0 means a 100% yield; for example, 0.34 means a 34% yield).. This data is from Reaction yield outcomes from USPTO patents with 853,638 reactions. (1) The reactants are [C:1]([O:5][C:6]([N:8]1[CH2:13][CH2:12][N:11]([C:14]2[C:23]3[CH2:22][O:21][C:20](=[O:24])[NH:19][C:18]=3[CH:17]=[CH:16][CH:15]=2)[CH2:10][CH2:9]1)=[O:7])([CH3:4])([CH3:3])[CH3:2].[H-].[Na+].[CH2:27](Br)[C:28]1[CH:33]=[CH:32][CH:31]=[CH:30][CH:29]=1. The catalyst is CN(C)C=O. The product is [C:1]([O:5][C:6]([N:8]1[CH2:9][CH2:10][N:11]([C:14]2[C:23]3[CH2:22][O:21][C:20](=[O:24])[N:19]([CH2:27][C:28]4[CH:33]=[CH:32][CH:31]=[CH:30][CH:29]=4)[C:18]=3[CH:17]=[CH:16][CH:15]=2)[CH2:12][CH2:13]1)=[O:7])([CH3:4])([CH3:2])[CH3:3]. The yield is 0.600. (2) The reactants are C([N-]C(C)C)(C)C.[Li+].[CH3:9][O:10][C:11](=[O:23])[C:12]1[CH:17]=[CH:16][C:15]([CH2:18][C:19]([O:21][CH3:22])=[O:20])=[CH:14][CH:13]=1.I[CH2:25][CH:26]1[CH2:30][CH2:29][CH2:28][CH2:27]1. The catalyst is O1CCCC1.CN1CCCN(C)C1=O.CN1CCCN(C)C1=O. The product is [CH3:9][O:10][C:11](=[O:23])[C:12]1[CH:17]=[CH:16][C:15]([CH:18]([C:19]([O:21][CH3:22])=[O:20])[CH2:25][CH:26]2[CH2:30][CH2:29][CH2:28][CH2:27]2)=[CH:14][CH:13]=1. The yield is 0.657.